This data is from Reaction yield outcomes from USPTO patents with 853,638 reactions. The task is: Predict the reaction yield, written as a fraction of the theoretical maximum amount of product (1.0 means a 100% yield; for example, 0.34 means a 34% yield). (1) The reactants are [CH3:1][C:2]1([CH3:10])[O:9][C:7](=[O:8])[CH2:6][C:4](=[O:5])O1.N1C=C[CH:14]=[CH:13][CH:12]=1.[C:17](Cl)(=O)C(C)C. The catalyst is C(Cl)Cl. The product is [CH3:12][CH:13]([CH3:14])[C:4](=[O:5])[CH2:6][C:7]([O:9][C:2]([CH3:1])([CH3:10])[CH3:17])=[O:8]. The yield is 0.570. (2) The reactants are ClC1[NH:3][CH:4]=[CH:5][N:6]=1.[H-].[Na+].[CH3:9][O:10][C:11](=[O:24])[CH:12]([NH:16][C:17]([O:19][C:20]([CH3:23])([CH3:22])[CH3:21])=[O:18])[CH2:13][CH2:14]Br.C[N:26](C=O)C. The catalyst is CCOC(C)=O. The product is [CH3:9][O:10][C:11](=[O:24])[CH:12]([NH:16][C:17]([O:19][C:20]([CH3:23])([CH3:22])[CH3:21])=[O:18])[CH2:13][CH2:14][N:26]1[N:3]=[CH:4][CH:5]=[N:6]1. The yield is 0.780. (3) The reactants are [N:1]1[C:5]2[CH:6]=[CH:7][CH:8]=[CH:9][C:4]=2[NH:3][C:2]=1[C:10]1[CH:17]=[CH:16][C:13]([CH2:14][OH:15])=[CH:12][CH:11]=1. The catalyst is C(Cl)Cl.C1COCC1.O=[Mn]=O. The product is [N:1]1[C:5]2[CH:6]=[CH:7][CH:8]=[CH:9][C:4]=2[NH:3][C:2]=1[C:10]1[CH:17]=[CH:16][C:13]([CH:14]=[O:15])=[CH:12][CH:11]=1. The yield is 0.420. (4) The reactants are [CH3:1][C:2]1[CH:6]=[C:5]([O:7][C:8]2[CH:13]=[CH:12][CH:11]=[CH:10][C:9]=2[N+:14]([O-])=O)[N:4]([C:17]2[CH:22]=[CH:21][CH:20]=[CH:19][C:18]=2[CH3:23])[N:3]=1. The catalyst is CO.[Pd]. The product is [CH3:1][C:2]1[CH:6]=[C:5]([O:7][C:8]2[CH:13]=[CH:12][CH:11]=[CH:10][C:9]=2[NH2:14])[N:4]([C:17]2[CH:22]=[CH:21][CH:20]=[CH:19][C:18]=2[CH3:23])[N:3]=1. The yield is 0.690.